Predict which catalyst facilitates the given reaction. From a dataset of Catalyst prediction with 721,799 reactions and 888 catalyst types from USPTO. (1) Reactant: [CH3:1][O:2][C:3](=[O:13])[C:4]1[CH:9]=[CH:8][C:7]([NH2:10])=[CH:6][C:5]=1[O:11][CH3:12].[C:14](N1C=CN=C1)([N:16]1[CH:20]=[CH:19][N:18]=[CH:17]1)=[O:15]. Product: [CH3:1][O:2][C:3](=[O:13])[C:4]1[CH:9]=[CH:8][C:7]([NH:10][C:14]([N:16]2[CH:20]=[CH:19][N:18]=[CH:17]2)=[O:15])=[CH:6][C:5]=1[O:11][CH3:12]. The catalyst class is: 9. (2) Reactant: Cl.C(OC([NH:9][C@H:10]([CH2:15][CH2:16][CH2:17][C:18]([C:20]1[CH:25]=[CH:24][C:23]([Cl:26])=[CH:22][CH:21]=1)=O)[C:11]([O:13][CH3:14])=[O:12])=O)(C)(C)C. Product: [Cl:26][C:23]1[CH:24]=[CH:25][C:20]([C@H:18]2[NH:9][C@@H:10]([C:11]([O:13][CH3:14])=[O:12])[CH2:15][CH2:16][CH2:17]2)=[CH:21][CH:22]=1. The catalyst class is: 13.